This data is from Catalyst prediction with 721,799 reactions and 888 catalyst types from USPTO. The task is: Predict which catalyst facilitates the given reaction. (1) Reactant: [CH3:1][O:2][C:3]([C:5]1[N:6]([CH2:11][C:12]([O:14][C:15]([CH3:18])([CH3:17])[CH3:16])=[O:13])[N:7]=[C:8]([NH2:10])[CH:9]=1)=[O:4].C(N(CC)CC)C.[C:26]([O:30][C:31](O[C:31]([O:30][C:26]([CH3:29])([CH3:28])[CH3:27])=[O:32])=[O:32])([CH3:29])([CH3:28])[CH3:27]. Product: [CH3:1][O:2][C:3]([C:5]1[N:6]([CH2:11][C:12]([O:14][C:15]([CH3:18])([CH3:17])[CH3:16])=[O:13])[N:7]=[C:8]([NH:10][C:31]([O:30][C:26]([CH3:29])([CH3:28])[CH3:27])=[O:32])[CH:9]=1)=[O:4]. The catalyst class is: 4. (2) Reactant: Br[CH2:2]/[CH:3]=[CH:4]/[CH2:5][N:6]1[C:10]2[CH:11]=[CH:12][CH:13]=[CH:14][C:9]=2[N:8]([C:15]2[CH:20]=[CH:19][C:18]([F:21])=[CH:17][C:16]=2[F:22])[S:7]1(=[O:24])=[O:23].[NH3:25]. Product: [F:22][C:16]1[CH:17]=[C:18]([F:21])[CH:19]=[CH:20][C:15]=1[N:8]1[C:9]2[CH:14]=[CH:13][CH:12]=[CH:11][C:10]=2[N:6]([CH2:5]/[CH:4]=[CH:3]/[CH2:2][NH2:25])[S:7]1(=[O:24])=[O:23]. The catalyst class is: 5. (3) Reactant: FC(F)(F)C(O)=O.C(OC([N:15]1[CH2:19][C@H:18]2[N:20]([C:24](=[O:35])[C:25]3[CH:30]=[CH:29][CH:28]=[C:27]([S:31]([CH3:34])(=[O:33])=[O:32])[CH:26]=3)[CH2:21][C:22](=[O:23])[C@H:17]2[N:16]1[C:36](=[O:59])[C@@H:37]([NH:42][C:43](=[O:58])[C:44]1[CH:49]=[CH:48][C:47]([NH:50]C(OC(C)(C)C)=O)=[CH:46][CH:45]=1)[CH2:38][CH:39]([CH3:41])[CH3:40])=O)(C)(C)C.C(=O)([O-])O.[Na+]. Product: [NH2:50][C:47]1[CH:48]=[CH:49][C:44]([C:43]([NH:42][C@H:37]([C:36]([N:16]2[C@@H:17]3[C:22](=[O:23])[CH2:21][N:20]([C:24](=[O:35])[C:25]4[CH:30]=[CH:29][CH:28]=[C:27]([S:31]([CH3:34])(=[O:33])=[O:32])[CH:26]=4)[C@@H:18]3[CH2:19][NH:15]2)=[O:59])[CH2:38][CH:39]([CH3:41])[CH3:40])=[O:58])=[CH:45][CH:46]=1. The catalyst class is: 4. (4) Reactant: [Br:1][C:2]1[O:6][C:5]([C:7](OCC)=[O:8])=[C:4]([CH3:12])[CH:3]=1.[H-].[Al+3].[Li+].[H-].[H-].[H-]. Product: [Br:1][C:2]1[O:6][C:5]([CH2:7][OH:8])=[C:4]([CH3:12])[CH:3]=1. The catalyst class is: 7.